This data is from Forward reaction prediction with 1.9M reactions from USPTO patents (1976-2016). The task is: Predict the product of the given reaction. (1) Given the reactants [Cl:1][C:2]1[CH:9]=[CH:8][CH:7]=[CH:6][C:3]=1[CH:4]=O.[NH2:10][C:11]1[CH:15]=[CH:14][NH:13][N:12]=1.O=[C:17]([CH2:24][CH2:25][CH3:26])[CH2:18][C:19]([O:21][CH2:22][CH3:23])=[O:20], predict the reaction product. The product is: [Cl:1][C:2]1[CH:9]=[CH:8][CH:7]=[CH:6][C:3]=1[CH:4]1[C:18]([C:19]([O:21][CH2:22][CH3:23])=[O:20])=[C:17]([CH2:24][CH2:25][CH3:26])[NH:10][C:11]2=[N:12][NH:13][CH:14]=[C:15]12. (2) Given the reactants [CH3:1][O:2][C:3]1[N:8]=[C:7]([O:9][CH3:10])[C:6]([C:11]2[CH:20]=[C:19]3[C:14]([C:15](Cl)=[C:16]([C:21]([NH2:23])=[O:22])[CH:17]=[N:18]3)=[CH:13][CH:12]=2)=[CH:5][N:4]=1.C(O)(=O)C.[NH2:29][C:30]1[CH:31]=[C:32]([C:45]([O:47][CH2:48][CH3:49])=[O:46])[CH:33]=[C:34]([C:36]2[C:41]([O:42][CH3:43])=[CH:40][CH:39]=[CH:38][C:37]=2[F:44])[CH:35]=1.[OH-].[Na+], predict the reaction product. The product is: [NH2:23][C:21]([C:16]1[CH:17]=[N:18][C:19]2[C:14]([C:15]=1[NH:29][C:30]1[CH:31]=[C:32]([C:45]([O:47][CH2:48][CH3:49])=[O:46])[CH:33]=[C:34]([C:36]3[C:41]([O:42][CH3:43])=[CH:40][CH:39]=[CH:38][C:37]=3[F:44])[CH:35]=1)=[CH:13][CH:12]=[C:11]([C:6]1[C:7]([O:9][CH3:10])=[N:8][C:3]([O:2][CH3:1])=[N:4][CH:5]=1)[CH:20]=2)=[O:22]. (3) Given the reactants [F:1][C:2]1[C:7]([C:8]2[N:9]=[C:10]([CH2:22][N:23](C)[C:24](=O)OC(C)(C)C)[S:11][C:12]=2[S:13]([C:16]2[CH:17]=[N:18][CH:19]=[CH:20][CH:21]=2)(=[O:15])=[O:14])=[CH:6][CH:5]=[CH:4][N:3]=1.C(OCC)(=O)C.C(OCC)(=O)C.Cl, predict the reaction product. The product is: [F:1][C:2]1[C:7]([C:8]2[N:9]=[C:10]([CH2:22][NH:23][CH3:24])[S:11][C:12]=2[S:13]([C:16]2[CH:17]=[N:18][CH:19]=[CH:20][CH:21]=2)(=[O:14])=[O:15])=[CH:6][CH:5]=[CH:4][N:3]=1. (4) Given the reactants [CH2:1]([O:3][C:4]([CH:6]1[CH2:11][CH2:10][C:9](OS(C(F)(F)F)(=O)=O)=[CH:8][CH2:7]1)=[O:5])[CH3:2].C([O-])(=O)C.[K+].[B:25]1([B:25]2[O:29][C:28]([CH3:31])([CH3:30])[C:27]([CH3:33])([CH3:32])[O:26]2)[O:29][C:28]([CH3:31])([CH3:30])[C:27]([CH3:33])([CH3:32])[O:26]1, predict the reaction product. The product is: [CH2:1]([O:3][C:4]([CH:6]1[CH2:11][CH2:10][C:9]([B:25]2[O:29][C:28]([CH3:31])([CH3:30])[C:27]([CH3:33])([CH3:32])[O:26]2)=[CH:8][CH2:7]1)=[O:5])[CH3:2]. (5) Given the reactants C1(C[NH:8][CH:9]([C@:18]2([CH2:32][OH:33])[O:22][C@@H:21]([N:23]3[CH:30]=[CH:29][C:27](=[O:28])[NH:26][C:24]3=[O:25])[CH2:20][C@@H:19]2[OH:31])NCC2C=CC=CC=2)C=CC=CC=1.C1CCCCC=1.C(O)(=O)C.NC[C@]1(CO)O[C@@H](N2C=C(C)C(=O)NC2=O)C[C@@H]1O, predict the reaction product. The product is: [NH2:8][CH2:9][C@:18]1([CH2:32][OH:33])[O:22][C@@H:21]([N:23]2[CH:30]=[CH:29][C:27](=[O:28])[NH:26][C:24]2=[O:25])[CH2:20][C@@H:19]1[OH:31]. (6) Given the reactants [CH:1]1([CH2:4][O:5][C:6]2[CH:11]=[C:10]([F:12])[C:9]([CH3:13])=[CH:8][C:7]=2[C:14]2[C:15]3[N:22]([CH2:23][O:24][CH2:25][CH2:26][Si:27]([CH3:30])([CH3:29])[CH3:28])[C:21]([CH3:31])=[C:20]([C:32]([OH:34])=O)[C:16]=3[N:17]=[CH:18][N:19]=2)[CH2:3][CH2:2]1.[NH2:35][CH:36]1[CH2:41][CH2:40][N:39]([C:42]([O:44][C:45]([CH3:48])([CH3:47])[CH3:46])=[O:43])[CH2:38][CH2:37]1, predict the reaction product. The product is: [CH:1]1([CH2:4][O:5][C:6]2[CH:11]=[C:10]([F:12])[C:9]([CH3:13])=[CH:8][C:7]=2[C:14]2[C:15]3[N:22]([CH2:23][O:24][CH2:25][CH2:26][Si:27]([CH3:30])([CH3:28])[CH3:29])[C:21]([CH3:31])=[C:20]([C:32]([NH:35][CH:36]4[CH2:37][CH2:38][N:39]([C:42]([O:44][C:45]([CH3:48])([CH3:47])[CH3:46])=[O:43])[CH2:40][CH2:41]4)=[O:34])[C:16]=3[N:17]=[CH:18][N:19]=2)[CH2:3][CH2:2]1.